Predict the reaction yield, written as a fraction of the theoretical maximum amount of product (1.0 means a 100% yield; for example, 0.34 means a 34% yield). From a dataset of Reaction yield outcomes from USPTO patents with 853,638 reactions. The reactants are [CH:1]([C:4]1[CH:9]=[CH:8][C:7]([CH:10]2[C:14]3[C:15]([CH3:35])=[C:16]([NH:26][C:27](=[O:34])OCC(Cl)(Cl)Cl)[C:17]([CH3:25])=[C:18]([C:19]4[CH:24]=[CH:23][CH:22]=[CH:21][CH:20]=4)[C:13]=3[O:12][CH2:11]2)=[CH:6][CH:5]=1)([CH3:3])[CH3:2].[NH2:36][CH2:37][CH2:38][CH2:39][OH:40]. The catalyst is CCCCCC.C(OCC)(=O)C. The product is [OH:40][CH2:39][CH2:38][CH2:37][NH:36][C:27]([NH:26][C:16]1[C:17]([CH3:25])=[C:18]([C:19]2[CH:24]=[CH:23][CH:22]=[CH:21][CH:20]=2)[C:13]2[O:12][CH2:11][CH:10]([C:7]3[CH:6]=[CH:5][C:4]([CH:1]([CH3:2])[CH3:3])=[CH:9][CH:8]=3)[C:14]=2[C:15]=1[CH3:35])=[O:34]. The yield is 0.650.